The task is: Predict the reactants needed to synthesize the given product.. This data is from Full USPTO retrosynthesis dataset with 1.9M reactions from patents (1976-2016). (1) The reactants are: [N:1]1[C:5]2[CH:6]=[CH:7][CH:8]=[C:9]([C:10]([O:12][CH3:13])=[O:11])[C:4]=2[NH:3][CH:2]=1.[H-].[Na+].CI.[C:18](=O)([O-])O.[Na+]. Given the product [CH3:18][N:1]1[C:5]2[CH:6]=[CH:7][CH:8]=[C:9]([C:10]([O:12][CH3:13])=[O:11])[C:4]=2[N:3]=[CH:2]1, predict the reactants needed to synthesize it. (2) Given the product [C:1]1([C:7]2[CH:8]=[CH:9][C:10]([CH2:11][NH2:13])=[CH:14][CH:15]=2)[CH:2]=[CH:3][CH:4]=[CH:5][CH:6]=1, predict the reactants needed to synthesize it. The reactants are: [C:1]1([C:7]2[CH:15]=[CH:14][C:10]([C:11]([NH2:13])=O)=[CH:9][CH:8]=2)[CH:6]=[CH:5][CH:4]=[CH:3][CH:2]=1.B.Cl.[OH-].[Na+]. (3) Given the product [N:1]12[CH2:10][CH:5]3[CH2:6][CH:7]([CH2:9][CH:3]([C@H:4]3[CH2:11][NH:12][C:22]([C:18]3[CH:17]=[C:16]4[C:21](=[CH:20][CH:19]=3)[NH:13][CH:14]=[CH:15]4)=[O:23])[CH2:2]1)[CH2:8]2, predict the reactants needed to synthesize it. The reactants are: [N:1]12[CH2:10][CH:5]3[CH2:6][CH:7]([CH2:9][CH:3]([C@H:4]3[CH2:11][NH2:12])[CH2:2]1)[CH2:8]2.[NH:13]1[C:21]2[C:16](=[CH:17][C:18]([C:22](O)=[O:23])=[CH:19][CH:20]=2)[CH:15]=[CH:14]1.Cl.CN(C)CCCN=C=NCC.ON1C2C=CC=CC=2N=N1.